This data is from Catalyst prediction with 721,799 reactions and 888 catalyst types from USPTO. The task is: Predict which catalyst facilitates the given reaction. (1) Reactant: C1(S(O)(=O)=O)C=CC=CC=1.[NH2:11][C@@:12]1([C:38]([OH:40])=[O:39])[C@@H:17]([F:18])[CH2:16][C@@H:15]2[C@H:13]1[C@H:14]2[C:19]([O:21][C@@H:22]([O:24][C:25]([O:27][C@@H:28]1[CH2:33][C@H:32]([CH3:34])[CH2:31][CH2:30][C@H:29]1[CH:35]([CH3:37])[CH3:36])=[O:26])[CH3:23])=[O:20]. Product: [NH2:11][C@@:12]1([C:38]([OH:40])=[O:39])[C@@H:17]([F:18])[CH2:16][C@@H:15]2[C@H:13]1[C@H:14]2[C:19]([O:21][C@@H:22]([O:24][C:25]([O:27][C@@H:28]1[CH2:33][C@H:32]([CH3:34])[CH2:31][CH2:30][C@H:29]1[CH:35]([CH3:36])[CH3:37])=[O:26])[CH3:23])=[O:20]. The catalyst class is: 95. (2) Product: [CH:1]1([N:4]2[C:9]3[N:10]=[C:11]([NH:37][CH:34]4[CH2:35][CH2:36][N:31]([S:28]([CH3:27])(=[O:30])=[O:29])[CH2:32][CH2:33]4)[N:12]=[CH:13][C:8]=3[CH:7]=[C:6]([O:18][C:19]3[CH:24]=[CH:23][CH:22]=[CH:21][C:20]=3[F:25])[C:5]2=[O:26])[CH2:3][CH2:2]1. The catalyst class is: 60. Reactant: [CH:1]1([N:4]2[C:9]3[N:10]=[C:11](S(C)(=O)=O)[N:12]=[CH:13][C:8]=3[CH:7]=[C:6]([O:18][C:19]3[CH:24]=[CH:23][CH:22]=[CH:21][C:20]=3[F:25])[C:5]2=[O:26])[CH2:3][CH2:2]1.[CH3:27][S:28]([N:31]1[CH2:36][CH2:35][CH:34]([NH2:37])[CH2:33][CH2:32]1)(=[O:30])=[O:29].C(OCC)(=O)C.O. (3) Reactant: [Cl:1][C:2]1[C:3]([CH:8]([C:10]2[CH:19]=[C:18]3[C:13]([CH:14]=[CH:15][C:16]([C:20]4[CH:25]=[CH:24][CH:23]=[CH:22][CH:21]=4)=[N:17]3)=[CH:12][CH:11]=2)O)=[N:4][CH:5]=[CH:6][N:7]=1.[C:26]1(=[O:36])[NH:30][C:29](=[O:31])[C:28]2=[CH:32][CH:33]=[CH:34][CH:35]=[C:27]12.C1C=CC(P(C2C=CC=CC=2)C2C=CC=CC=2)=CC=1.CC(OC(/N=N/C(OC(C)C)=O)=O)C. Product: [Cl:1][C:2]1[C:3]([CH:8]([C:10]2[CH:19]=[C:18]3[C:13]([CH:14]=[CH:15][C:16]([C:20]4[CH:21]=[CH:22][CH:23]=[CH:24][CH:25]=4)=[N:17]3)=[CH:12][CH:11]=2)[N:30]2[C:26](=[O:36])[C:27]3[C:28](=[CH:32][CH:33]=[CH:34][CH:35]=3)[C:29]2=[O:31])=[N:4][CH:5]=[CH:6][N:7]=1. The catalyst class is: 1. (4) Reactant: [C:1]([O:4][C:5]1[C:10]2[O:11][C:12]([CH3:15])([CH3:14])[CH2:13][C:9]=2[CH:8]=[C:7]([N+:16]([O-])=O)[CH:6]=1)(=[O:3])[CH3:2]. The catalyst class is: 63. Product: [C:1]([O:4][C:5]1[C:10]2[O:11][C:12]([CH3:15])([CH3:14])[CH2:13][C:9]=2[CH:8]=[C:7]([NH2:16])[CH:6]=1)(=[O:3])[CH3:2]. (5) Reactant: C([O:4][C@H:5]1[C@H:10]([O:11]C(=O)C)[C@@H:9]([O:15]C(=O)C)[C@H:8]([C:19]2[CH:24]=[CH:23][C:22]([Cl:25])=[C:21]([CH2:26][C:27]3[CH:32]=[CH:31][C:30]([C:33]4([CH2:36][O:37][CH3:38])[CH2:35][CH2:34]4)=[CH:29][CH:28]=3)[CH:20]=2)[O:7][C@@H:6]1[CH2:39][O:40]C(=O)C)(=O)C.O[Li].O. Product: [Cl:25][C:22]1[CH:23]=[CH:24][C:19]([C@H:8]2[C@H:9]([OH:15])[C@@H:10]([OH:11])[C@H:5]([OH:4])[C@@H:6]([CH2:39][OH:40])[O:7]2)=[CH:20][C:21]=1[CH2:26][C:27]1[CH:28]=[CH:29][C:30]([C:33]2([CH2:36][O:37][CH3:38])[CH2:34][CH2:35]2)=[CH:31][CH:32]=1. The catalyst class is: 87. (6) Reactant: [Br:1][C:2]1[CH:11]=[CH:10][CH:9]=[C:8]([CH3:12])[C:3]=1[C:4]([O:6][CH3:7])=[O:5].[Br:13]N1C(=O)CCC1=O. Product: [Br:1][C:2]1[CH:11]=[CH:10][CH:9]=[C:8]([CH2:12][Br:13])[C:3]=1[C:4]([O:6][CH3:7])=[O:5]. The catalyst class is: 717. (7) Reactant: [Br:1][C:2]1[CH:21]=[CH:20][C:5]2[NH:6][C:7]([C:9]3[CH:14]=[CH:13][C:12]([C:15]4[CH:19]=[CH:18][NH:17][N:16]=4)=[CH:11][CH:10]=3)=[N:8][C:4]=2[CH:3]=1.[C:22](=[O:25])([O-:24])[O-].[K+].[K+].[C:28](O[C:28]([O:30][C:31]([CH3:34])([CH3:33])[CH3:32])=[O:29])([O:30][C:31]([CH3:34])([CH3:33])[CH3:32])=[O:29]. The catalyst class is: 35. Product: [Br:1][C:2]1[CH:21]=[CH:20][C:5]2[N:6]([C:28]([O:30][C:31]([CH3:34])([CH3:32])[CH3:33])=[O:29])[C:7]([C:9]3[CH:14]=[CH:13][C:12]([C:15]4[CH:19]=[CH:18][N:17]([C:22]([O:24][C:9]([CH3:14])([CH3:10])[CH3:7])=[O:25])[N:16]=4)=[CH:11][CH:10]=3)=[N:8][C:4]=2[CH:3]=1. (8) The catalyst class is: 1. Product: [Cl:1][C:2]1[CH:7]=[CH:6][CH:5]=[CH:4][C:3]=1[N:8]1[CH:12]=[C:11]([CH2:13][OH:14])[CH:10]=[N:9]1. Reactant: [Cl:1][C:2]1[CH:7]=[CH:6][CH:5]=[CH:4][C:3]=1[N:8]1[CH:12]=[C:11]([C:13](OCC)=[O:14])[CH:10]=[N:9]1.[H-].[Al+3].[Li+].[H-].[H-].[H-].O.C(C(C(C([O-])=O)O)O)([O-])=O.[Na+].[K+]. (9) Reactant: F[C:2]1[CH:7]=[CH:6][C:5]([F:8])=[CH:4][N:3]=1.C1CCN2C(=NCCC2)CC1.Cl.[CH3:21][S:22]([C:25]1[C:26]([CH3:41])=[N:27][C:28]([O:31][CH2:32][CH2:33][CH2:34][CH:35]2[CH2:40][CH2:39][NH:38][CH2:37][CH2:36]2)=[CH:29][CH:30]=1)(=[O:24])=[O:23].O. Product: [F:8][C:5]1[CH:6]=[CH:7][C:2]([N:38]2[CH2:39][CH2:40][CH:35]([CH2:34][CH2:33][CH2:32][O:31][C:28]3[CH:29]=[CH:30][C:25]([S:22]([CH3:21])(=[O:24])=[O:23])=[C:26]([CH3:41])[N:27]=3)[CH2:36][CH2:37]2)=[N:3][CH:4]=1. The catalyst class is: 16. (10) Reactant: [C:1]([O:5][C:6](=[O:55])[C:7]1[CH:15]=[C:14]([NH:16][C:17](=[O:54])[CH2:18][N:19]([CH2:45][CH2:46][C:47]([O:49][C:50]([CH3:53])([CH3:52])[CH3:51])=[O:48])[C:20](=[O:44])[CH2:21][CH2:22][CH2:23][CH2:24][CH2:25][CH2:26][CH2:27][CH2:28][CH2:29][CH2:30][CH2:31][CH2:32][CH2:33][CH2:34][CH2:35][CH2:36][C:37]([O:39][C:40]([CH3:43])([CH3:42])[CH3:41])=[O:38])[CH:13]=[C:9]([C:10]([OH:12])=[O:11])[CH:8]=1)([CH3:4])([CH3:3])[CH3:2].[B-](F)(F)(F)F.CN(C(O[N:69]1[C:74](=[O:75])[CH2:73][CH2:72][C:70]1=[O:71])=[N+](C)C)C.CCN(C(C)C)C(C)C. Product: [O:71]=[C:70]1[CH2:72][CH2:73][C:74](=[O:75])[N:69]1[O:11][C:10](=[O:12])[C:9]1[CH:8]=[C:7]([CH:15]=[C:14]([NH:16][C:17](=[O:54])[CH2:18][N:19]([CH2:45][CH2:46][C:47]([O:49][C:50]([CH3:53])([CH3:52])[CH3:51])=[O:48])[C:20](=[O:44])[CH2:21][CH2:22][CH2:23][CH2:24][CH2:25][CH2:26][CH2:27][CH2:28][CH2:29][CH2:30][CH2:31][CH2:32][CH2:33][CH2:34][CH2:35][CH2:36][C:37]([O:39][C:40]([CH3:41])([CH3:42])[CH3:43])=[O:38])[CH:13]=1)[C:6]([O:5][C:1]([CH3:2])([CH3:3])[CH3:4])=[O:55]. The catalyst class is: 1.